Dataset: Reaction yield outcomes from USPTO patents with 853,638 reactions. Task: Predict the reaction yield, written as a fraction of the theoretical maximum amount of product (1.0 means a 100% yield; for example, 0.34 means a 34% yield). (1) The reactants are C[O:2][C:3](=[O:13])[C:4]1[CH:9]=[CH:8][C:7]([CH2:10]Br)=[CH:6][C:5]=1[Br:12].[CH3:14][N:15]1[C:23]2[C:18](=[CH:19][CH:20]=[CH:21][CH:22]=2)[C:17]([CH:24]=[N:25][OH:26])=[C:16]1[CH3:27]. No catalyst specified. The product is [Br:12][C:5]1[CH:6]=[C:7]([CH2:10][O:26]/[N:25]=[CH:24]/[C:17]2[C:18]3[C:23](=[CH:22][CH:21]=[CH:20][CH:19]=3)[N:15]([CH3:14])[C:16]=2[CH3:27])[CH:8]=[CH:9][C:4]=1[C:3]([OH:2])=[O:13]. The yield is 0.450. (2) The reactants are FC(F)(F)C(O)=O.[Br:8][C:9]1[CH:10]=[C:11]([CH:15]2[C:19]([C:22]3[CH:27]=[CH:26][C:25]([Cl:28])=[CH:24][C:23]=3[F:29])([C:20]#[N:21])[CH:18]([CH2:30][C:31]([CH3:34])([CH3:33])[CH3:32])[NH:17][CH:16]2[C:35](O)=[O:36])[CH:12]=[CH:13][CH:14]=1.CC1(C)[O:43][C@@H:42]([CH2:44][CH2:45][NH2:46])[CH2:41][O:40]1.CN(C(ON1N=NC2C=CC=NC1=2)=[N+](C)C)C.F[P-](F)(F)(F)(F)F.CCN(C(C)C)C(C)C.Cl. The catalyst is C(Cl)Cl.O1CCCC1. The product is [OH:43][C@H:42]([CH2:41][OH:40])[CH2:44][CH2:45][NH:46][C:35]([CH:16]1[CH:15]([C:11]2[CH:12]=[CH:13][CH:14]=[C:9]([Br:8])[CH:10]=2)[C:19]([C:22]2[CH:27]=[CH:26][C:25]([Cl:28])=[CH:24][C:23]=2[F:29])([C:20]#[N:21])[CH:18]([CH2:30][C:31]([CH3:33])([CH3:34])[CH3:32])[NH:17]1)=[O:36]. The yield is 0.440. (3) The reactants are C[O:2][C:3](=[O:26])/[CH:4]=[CH:5]/[C:6]1[CH:7]=[C:8]2[C:22](=[CH:23][CH:24]=1)[O:21][C:11]1([CH2:17][CH2:16][CH2:15][N:14]([C:18](=[O:20])[CH3:19])[CH2:13][CH2:12]1)[CH2:10][C:9]2=[O:25].Cl. The catalyst is CC(O)=O. The product is [C:18]([N:14]1[CH2:15][CH2:16][CH2:17][C:11]2([CH2:10][C:9](=[O:25])[C:8]3[C:22](=[CH:23][CH:24]=[C:6](/[CH:5]=[CH:4]/[C:3]([OH:26])=[O:2])[CH:7]=3)[O:21]2)[CH2:12][CH2:13]1)(=[O:20])[CH3:19]. The yield is 0.989. (4) The reactants are [Cl:1][C:2]1[CH:7]=[CH:6][C:5]([C:8]2[S:9][C:10]([C:14](=[N:16][NH2:17])[CH3:15])=[C:11]([CH3:13])[N:12]=2)=[CH:4][CH:3]=1.[OH:18][C:19]1[C:26]([CH3:27])=[CH:25][C:22]([CH:23]=O)=[CH:21][C:20]=1[CH3:28]. The catalyst is C(O)C. The product is [Cl:1][C:2]1[CH:3]=[CH:4][C:5]([C:8]2[S:9][C:10]([C:14](=[N:16][N:17]=[CH:23][C:22]3[CH:25]=[C:26]([CH3:27])[C:19]([OH:18])=[C:20]([CH3:28])[CH:21]=3)[CH3:15])=[C:11]([CH3:13])[N:12]=2)=[CH:6][CH:7]=1. The yield is 0.380. (5) The reactants are I[C:2]1[CH:7]=[C:6]([O:8][CH3:9])[CH:5]=[CH:4][C:3]=1[N+:10]([O-])=O.[C:13]1([NH:19][CH:20]=O)[CH:18]=[CH:17][CH:16]=[CH:15][CH:14]=1. No catalyst specified. The product is [CH3:9][O:8][C:6]1[CH:5]=[CH:4][C:3]2[N:10]=[CH:20][N:19]([C:13]3[CH:18]=[CH:17][CH:16]=[CH:15][CH:14]=3)[C:2]=2[CH:7]=1. The yield is 0.560. (6) The reactants are [CH3:1][C:2]1[CH:11]=[CH:10][C:5]2[N:6]=[C:7]([NH2:9])[S:8][C:4]=2[CH:3]=1.Br[CH2:13][C:14](=O)[C:15]([O:17][CH2:18][CH3:19])=[O:16]. No catalyst specified. The product is [CH3:1][C:2]1[CH:11]=[CH:10][C:5]2[N:6]3[CH:13]=[C:14]([C:15]([O:17][CH2:18][CH3:19])=[O:16])[N:9]=[C:7]3[S:8][C:4]=2[CH:3]=1. The yield is 0.570. (7) The reactants are C([O:3][C:4]([C:6]1[C:15](=[O:16])[C:14]2[C:9](=[CH:10][CH:11]=[CH:12][C:13]=2[O:17][CH3:18])[NH:8][CH:7]=1)=[O:5])C. The catalyst is [OH-].[Na+]. The product is [CH3:18][O:17][C:13]1[CH:12]=[CH:11][CH:10]=[C:9]2[C:14]=1[C:15](=[O:16])[C:6]([C:4]([OH:5])=[O:3])=[CH:7][NH:8]2. The yield is 0.520.